Dataset: Serine/threonine kinase 33 screen with 319,792 compounds. Task: Binary Classification. Given a drug SMILES string, predict its activity (active/inactive) in a high-throughput screening assay against a specified biological target. (1) The result is 0 (inactive). The compound is Clc1ccc(NC(=O)N(c2n(nc3c2CCCC3)C)C)cc1. (2) The molecule is O=c1n(Cc2c(cc(cc2C)C)C)c2c(c(=O)n1CCCC(=O)NCc1occc1)cccc2. The result is 0 (inactive). (3) The compound is O(Cn1nnc2c(c1=O)cccc2)C(=O)c1cc(OC)c(OCC)cc1. The result is 0 (inactive). (4) The drug is O1C(C2OC(CC2)Cn2nnc(c2)c2cc(OC)ccc2)CCC1Cn1nnc(c1)c1cc(OC)ccc1. The result is 0 (inactive). (5) The compound is O=C(Nc1cccnc1)C1CCC(C(C)(C)C)CC1. The result is 0 (inactive).